This data is from Reaction yield outcomes from USPTO patents with 853,638 reactions. The task is: Predict the reaction yield, written as a fraction of the theoretical maximum amount of product (1.0 means a 100% yield; for example, 0.34 means a 34% yield). (1) The reactants are [C:1]1(=[O:39])[N:5]([CH2:6][C:7](=[O:33])[CH2:8][NH:9][C@@H:10]([C:14]2[O:15][C:16]3[C:21]([C:22](=[O:31])[C:23]=2[CH2:24][C:25]2[CH:30]=[CH:29][CH:28]=[CH:27][CH:26]=2)=[CH:20][CH:19]=[C:18]([Cl:32])[CH:17]=3)[CH:11]([CH3:13])[CH3:12])[C:4](=[O:34])[C:3]2=[CH:35][CH:36]=[CH:37][CH:38]=[C:2]12.CCN(CC)CC.[C:47]1([CH3:56])[C:48]([C:53](Cl)=[O:54])=[CH:49][CH:50]=[CH:51][CH:52]=1. No catalyst specified. The product is [C:47]1([CH3:56])[C:48]([C:53]([N:9]([CH2:8][C:7](=[O:33])[CH2:6][N:5]2[C:4](=[O:34])[C:3]3=[CH:35][CH:36]=[CH:37][CH:38]=[C:2]3[C:1]2=[O:39])[C@@H:10]([C:14]2[O:15][C:16]3[C:21]([C:22](=[O:31])[C:23]=2[CH2:24][C:25]2[CH:26]=[CH:27][CH:28]=[CH:29][CH:30]=2)=[CH:20][CH:19]=[C:18]([Cl:32])[CH:17]=3)[CH:11]([CH3:13])[CH3:12])=[O:54])=[CH:49][CH:50]=[CH:51][CH:52]=1. The yield is 0.900. (2) The reactants are C([N:4]1[C:8]2[CH:9]=[N:10][C:11]3[CH:12]=[CH:13][C:14]([Br:17])=[CH:15][C:16]=3[C:7]=2[C:6]([C:18]2[CH:23]=[CH:22][C:21]([C:24]([CH3:28])([CH3:27])[C:25]#[N:26])=[CH:20][CH:19]=2)=[N:5]1)(=O)C.C([O-])([O-])=O.[K+].[K+]. The catalyst is CCO. The product is [Br:17][C:14]1[CH:13]=[CH:12][C:11]2[N:10]=[CH:9][C:8]3[NH:4][N:5]=[C:6]([C:18]4[CH:23]=[CH:22][C:21]([C:24]([CH3:28])([CH3:27])[C:25]#[N:26])=[CH:20][CH:19]=4)[C:7]=3[C:16]=2[CH:15]=1. The yield is 0.900. (3) The reactants are [NH:1]1[C:5]2[CH:6]=[CH:7][CH:8]=[CH:9][C:4]=2[N:3]=[C:2]1[CH2:10][CH2:11][C:12]([O:14][CH2:15][CH3:16])=[O:13].[H-].[Na+].[CH2:19](Br)[C:20]1[CH:25]=[CH:24][CH:23]=[CH:22][CH:21]=1. The catalyst is O1CCCC1. The product is [CH2:19]([N:1]1[C:5]2[CH:6]=[CH:7][CH:8]=[CH:9][C:4]=2[N:3]=[C:2]1[CH2:10][CH2:11][C:12]([O:14][CH2:15][CH3:16])=[O:13])[C:20]1[CH:25]=[CH:24][CH:23]=[CH:22][CH:21]=1. The yield is 0.820. (4) The reactants are [OH-].[Na+].[Cl:3][C:4]1[C:5]([F:34])=[C:6]([NH:10][CH:11]([C:13]2[CH:14]=[C:15]([C:30]([O:32]C)=[O:31])[CH:16]=[C:17]3[C:22]=2[O:21][C:20]([N:23]2[CH2:28][CH2:27][O:26][CH2:25][CH2:24]2)=[CH:19][C:18]3=[O:29])[CH3:12])[CH:7]=[CH:8][CH:9]=1.C1COCC1. The catalyst is CO. The product is [Cl:3][C:4]1[C:5]([F:34])=[C:6]([NH:10][CH:11]([C:13]2[CH:14]=[C:15]([C:30]([OH:32])=[O:31])[CH:16]=[C:17]3[C:22]=2[O:21][C:20]([N:23]2[CH2:24][CH2:25][O:26][CH2:27][CH2:28]2)=[CH:19][C:18]3=[O:29])[CH3:12])[CH:7]=[CH:8][CH:9]=1. The yield is 0.880. (5) The yield is 0.630. The catalyst is [H-].[Na+].C(Cl)Cl. The product is [Br:14][C:7]1[CH:6]=[C:5]([O:9][CH3:10])[C:4]([OH:11])=[C:3]([O:2][CH3:1])[CH:8]=1. The reactants are [CH3:1][O:2][C:3]1[CH:8]=[CH:7][CH:6]=[C:5]([O:9][CH3:10])[C:4]=1[OH:11].CO.[Br:14]N1C(=O)CCC1=O.